This data is from Forward reaction prediction with 1.9M reactions from USPTO patents (1976-2016). The task is: Predict the product of the given reaction. (1) Given the reactants [Br:1][C:2]1[CH:3]=[CH:4][C:5]([Cl:9])=[C:6]([OH:8])[CH:7]=1.Cl[C:11]1[N:15]([CH3:16])[N:14]=[C:13]([CH3:17])[C:12]=1[CH:18]=[O:19].C(=O)([O-])[O-].[K+].[K+].O, predict the reaction product. The product is: [Br:1][C:2]1[CH:3]=[CH:4][C:5]([Cl:9])=[C:6]([CH:7]=1)[O:8][C:11]1[N:15]([CH3:16])[N:14]=[C:13]([CH3:17])[C:12]=1[CH:18]=[O:19]. (2) Given the reactants C(O[C:6]([NH:8][C:9]1[CH:10]=[CH:11][C:12]([CH3:15])=[N:13][CH:14]=1)=O)(C)(C)C.[Cl-].[Na+].[N:18]([O-])=O.[Na+].O.O.[Sn](Cl)Cl.[CH2:27]([O:29][C:30](=[O:43])[C:31](=O)[CH:32]1C[C:39]2[C:34](=[CH:35][CH:36]=[CH:37][CH:38]=2)[C:33]1=O)[CH3:28].[OH-].[Na+], predict the reaction product. The product is: [CH2:27]([O:29][C:30]([C:31]1[C:32]2[CH2:33][C:34]3[C:39](=[CH:38][CH:37]=[CH:36][CH:35]=3)[C:6]=2[N:8]([C:9]2[CH:14]=[N:13][C:12]([CH3:15])=[CH:11][CH:10]=2)[N:18]=1)=[O:43])[CH3:28]. (3) The product is: [Cl:1][C:2]1[CH:3]=[C:4]([N:12]([CH2:22][CH3:23])[C@H:13]2[CH2:14][CH2:15][C@H:16]([N:19]([CH3:20])[CH3:21])[CH2:17][CH2:18]2)[C:5]([CH3:11])=[C:6]([CH:10]=1)[C:7]([NH:59][CH2:60][C:61]1[C:62](=[O:69])[N:63]([CH3:68])[N:64]([CH3:67])[C:65]=1[CH3:66])=[O:9]. Given the reactants [Cl:1][C:2]1[CH:3]=[C:4]([N:12]([CH2:22][CH3:23])[C@H:13]2[CH2:18][CH2:17][C@H:16]([N:19]([CH3:21])[CH3:20])[CH2:15][CH2:14]2)[C:5]([CH3:11])=[C:6]([CH:10]=1)[C:7]([OH:9])=O.N#N.CN(C(ON1N=NC2C=CC=NC1=2)=[N+](C)C)C.F[P-](F)(F)(F)(F)F.CCN(C(C)C)C(C)C.[NH2:59][CH2:60][C:61]1[C:62](=[O:69])[N:63]([CH3:68])[N:64]([CH3:67])[C:65]=1[CH3:66], predict the reaction product. (4) Given the reactants [C:1]([C:4]1[CH:9]=[CH:8][C:7]([CH2:10][C:11]([O:13][CH2:14][C:15]2[CH:20]=[CH:19][C:18]([N+:21]([O-:23])=[O:22])=[CH:17][CH:16]=2)=[O:12])=[C:6]([NH:24][C:25]([O:27][CH2:28][CH:29]=[CH2:30])=[O:26])[CH:5]=1)(=[O:3])[CH3:2].C[Si](OS(C(F)(F)F)(=O)=O)(C)C.C([O:46][C@@H:47]1[C@@H:50]([C@H:51]([O:53][Si:54]([C:57]([CH3:60])([CH3:59])[CH3:58])([CH3:56])[CH3:55])[CH3:52])[C:49](=O)[NH:48]1)(=O)C.S([O-])(O)(=O)=O.[K+], predict the reaction product. The product is: [CH2:28]([O:27][C:25]([NH:24][C:6]1[CH:5]=[C:4]([C:1](=[O:3])[CH2:2][C@@H:49]2[C@@H:50]([C@H:51]([O:53][Si:54]([C:57]([CH3:60])([CH3:59])[CH3:58])([CH3:55])[CH3:56])[CH3:52])[C:47](=[O:46])[NH:48]2)[CH:9]=[CH:8][C:7]=1[CH2:10][C:11]([O:13][CH2:14][C:15]1[CH:20]=[CH:19][C:18]([N+:21]([O-:23])=[O:22])=[CH:17][CH:16]=1)=[O:12])=[O:26])[CH:29]=[CH2:30]. (5) Given the reactants ClC1C(=O)C2C(=CC=CC=2)C(=O)C=1NC1C=CC(S(NC2C=CC=CC=2OC)(=O)=O)=CC=1.Cl[C:34]1[CH:35]=[C:36]([S:40]([N:43]=[C:44]2[C:53]3[C:48](=[CH:49][CH:50]=[CH:51][CH:52]=3)[C:47](=[O:54])[C:46](Cl)=[CH:45]2)(=[O:42])=[O:41])[S:37][C:38]=1Cl.[SH:56][CH2:57][CH2:58][C:59]([NH:61][CH:62]1[CH2:64][CH2:63]1)=[O:60], predict the reaction product. The product is: [CH:62]1([NH:61][C:59](=[O:60])[CH2:58][CH2:57][S:56][C:46]2[C:47](=[O:54])[C:48]3[C:53]([C:44](=[N:43][S:40]([C:36]4[S:37][CH:38]=[CH:34][CH:35]=4)(=[O:42])=[O:41])[CH:45]=2)=[CH:52][CH:51]=[CH:50][CH:49]=3)[CH2:64][CH2:63]1. (6) Given the reactants [Cl:1][C:2]1[CH:3]=[C:4](B2OC(C)(C)C(C)(C)O2)[CH:5]=[C:6]2[C:11]=1[N:10]([CH3:12])[C:9](=[O:13])[CH2:8][CH2:7]2.Br[C:24]1[C:33]2[CH2:32][CH2:31][CH2:30][CH:29]([NH:34][S:35]([CH2:38][CH3:39])(=[O:37])=[O:36])[C:28]=2[CH:27]=[N:26][CH:25]=1, predict the reaction product. The product is: [Cl:1][C:2]1[CH:3]=[C:4]([C:24]2[C:33]3[CH2:32][CH2:31][CH2:30][CH:29]([NH:34][S:35]([CH2:38][CH3:39])(=[O:37])=[O:36])[C:28]=3[CH:27]=[N:26][CH:25]=2)[CH:5]=[C:6]2[C:11]=1[N:10]([CH3:12])[C:9](=[O:13])[CH2:8][CH2:7]2. (7) Given the reactants [NH2:1][C:2]1[N:7]=[CH:6][C:5]([C:8]2[N:17]=[C:16]([NH:18][CH2:19][CH:20]([C:27]3[CH:32]=[CH:31][CH:30]=[CH:29][CH:28]=3)[C:21]3[CH:26]=[CH:25][CH:24]=[CH:23][CH:22]=3)[C:15]3[C:10](=[CH:11][CH:12]=[CH:13][CH:14]=3)[N:9]=2)=[CH:4][N:3]=1.Cl[CH2:34][CH:35]=O, predict the reaction product. The product is: [C:21]1([CH:20]([C:27]2[CH:32]=[CH:31][CH:30]=[CH:29][CH:28]=2)[CH2:19][NH:18][C:16]2[C:15]3[C:10](=[CH:11][CH:12]=[CH:13][CH:14]=3)[N:9]=[C:8]([C:5]3[CH:4]=[N:3][C:2]4[N:7]([CH:34]=[CH:35][N:1]=4)[CH:6]=3)[N:17]=2)[CH:22]=[CH:23][CH:24]=[CH:25][CH:26]=1.